This data is from Forward reaction prediction with 1.9M reactions from USPTO patents (1976-2016). The task is: Predict the product of the given reaction. (1) Given the reactants C([N:3]([C:31](=O)[C:32]1[CH:37]=[CH:36][C:35](O)=[CH:34]C=1)[C:4]1[CH:9]=[C:8]([O:10][CH3:11])[C:7]([O:12][CH3:13])=[CH:6][C:5]=1[CH:14]1[CH2:23][CH2:22][C:21]2[CH:20]=[C:19]([O:24]C(=O)C(C)(C)C)[CH:18]=[CH:17][C:16]=2[CH2:15]1)C.[N:40]1([C:48](=O)[CH2:49]Cl)[CH2:47][CH2:46][CH2:45][CH2:44][CH2:43][CH2:42][CH2:41]1, predict the reaction product. The product is: [N:40]1([CH2:48][CH2:49][O:10][C:8]2[CH:7]=[CH:6][C:36]([CH2:37][CH2:32][CH2:31][NH:3][C:4]3[CH:9]=[C:8]([O:10][CH3:11])[C:7]([O:12][CH3:13])=[CH:6][C:5]=3[CH:14]3[CH2:23][CH2:22][C:21]4[CH:20]=[C:19]([OH:24])[CH:18]=[CH:17][C:16]=4[CH2:15]3)=[CH:35][CH:34]=2)[CH2:47][CH2:46][CH2:45][CH2:44][CH2:43][CH2:42][CH2:41]1. (2) Given the reactants [CH3:1][N:2]1[C:6]([C:7]2[CH:8]=[C:9]([CH:11]=[CH:12][CH:13]=2)[NH2:10])=[CH:5][N:4]=[CH:3]1.Cl[C:15]1[C:24]2[C:19](=[CH:20][CH:21]=[CH:22][CH:23]=2)[CH:18]=[CH:17][N:16]=1, predict the reaction product. The product is: [CH3:1][N:2]1[C:6]([C:7]2[CH:8]=[C:9]([NH:10][C:15]3[C:24]4[C:19](=[CH:20][CH:21]=[CH:22][CH:23]=4)[CH:18]=[CH:17][N:16]=3)[CH:11]=[CH:12][CH:13]=2)=[CH:5][N:4]=[CH:3]1.